This data is from Reaction yield outcomes from USPTO patents with 853,638 reactions. The task is: Predict the reaction yield, written as a fraction of the theoretical maximum amount of product (1.0 means a 100% yield; for example, 0.34 means a 34% yield). (1) The yield is 0.850. The product is [CH:13]([C:10]1[CH:11]=[CH:12][C:7]([C:6]([O:5][CH3:4])=[O:18])=[CH:8][C:9]=1[NH2:15])=[O:14]. The reactants are C(O)C.[CH3:4][O:5][C:6](=[O:18])[C:7]1[CH:12]=[CH:11][C:10]([CH:13]=[O:14])=[C:9]([N+:15]([O-])=O)[CH:8]=1. The catalyst is [Fe].C(O)(=O)C. (2) The reactants are [CH3:1][C:2]1[O:6][C:5]([C:7]2[CH:12]=[CH:11][CH:10]=[CH:9][CH:8]=2)=[N:4][C:3]=1[CH2:13][O:14][C:15]1[CH:16]=[C:17]([C:21](OC)=[O:22])[CH:18]=[N:19][CH:20]=1.[H-].[Al+3].[Li+].[H-].[H-].[H-].O.O.O.O.O.O.O.O.O.O.[O-]S([O-])(=O)=O.[Na+].[Na+]. The catalyst is O1CCCC1. The product is [CH3:1][C:2]1[O:6][C:5]([C:7]2[CH:8]=[CH:9][CH:10]=[CH:11][CH:12]=2)=[N:4][C:3]=1[CH2:13][O:14][C:15]1[CH:16]=[C:17]([CH2:21][OH:22])[CH:18]=[N:19][CH:20]=1. The yield is 0.910. (3) The reactants are [CH2:1]([O:8][CH:9]([C:13]1[CH:18]=[C:17]([Cl:19])[CH:16]=[CH:15][C:14]=1[C:20](=[O:23])[CH:21]=[CH2:22])[CH2:10]C=C)[C:2]1[CH:7]=[CH:6][CH:5]=[CH:4][CH:3]=1. The catalyst is C1(C)C=CC=CC=1. The yield is 0.920. The product is [CH2:1]([O:8][CH:9]1[C:13]2[CH:18]=[C:17]([Cl:19])[CH:16]=[CH:15][C:14]=2[C:20](=[O:23])[CH:21]=[CH:22][CH2:10]1)[C:2]1[CH:3]=[CH:4][CH:5]=[CH:6][CH:7]=1.